Dataset: Catalyst prediction with 721,799 reactions and 888 catalyst types from USPTO. Task: Predict which catalyst facilitates the given reaction. Reactant: [NH2:1][C@H:2]([C:10]([OH:12])=[O:11])[CH2:3][C:4]1[CH:9]=[CH:8][CH:7]=[CH:6][CH:5]=1.[C:13](Cl)(=[O:20])[C:14]1[CH:19]=[CH:18][CH:17]=[CH:16][CH:15]=1.Cl. Product: [C:13]([NH:1][C@H:2]([C:10]([OH:12])=[O:11])[CH2:3][C:4]1[CH:9]=[CH:8][CH:7]=[CH:6][CH:5]=1)(=[O:20])[C:14]1[CH:19]=[CH:18][CH:17]=[CH:16][CH:15]=1. The catalyst class is: 74.